Dataset: Forward reaction prediction with 1.9M reactions from USPTO patents (1976-2016). Task: Predict the product of the given reaction. (1) Given the reactants O=[C:2]1[NH:7][C:6]2[CH2:8][CH2:9][O:10][CH2:11][C:5]=2[CH:4]=[C:3]1[C:12]#[N:13].C(=O)([O-])O.[Na+].P(Cl)(Cl)([Cl:21])=O, predict the reaction product. The product is: [Cl:21][C:2]1[N:7]=[C:6]2[CH2:8][CH2:9][O:10][CH2:11][C:5]2=[CH:4][C:3]=1[C:12]#[N:13]. (2) Given the reactants Br[CH2:2][C:3]([C:5]1[CH:6]=[CH:7][C:8]2[C:17]3[CH:16]=[C:15]4[CH2:18][CH2:19][CH2:20][C:21](=[O:22])[C:14]4=[CH:13][C:12]=3[O:11][CH2:10][C:9]=2[CH:23]=1)=[O:4].[CH3:24][O:25][C:26]([NH:28][C@@H:29]([CH:41]([CH3:43])[CH3:42])[C:30]([N:32]1[C@@H:36]([CH3:37])[CH2:35][CH2:34][C@H:33]1[C:38]([OH:40])=[O:39])=[O:31])=[O:27].CCN(C(C)C)C(C)C, predict the reaction product. The product is: [CH3:24][O:25][C:26]([NH:28][C@@H:29]([CH:41]([CH3:43])[CH3:42])[C:30]([N:32]1[C@@H:36]([CH3:37])[CH2:35][CH2:34][C@H:33]1[C:38]([O:40][CH2:2][C:3](=[O:4])[C:5]1[CH:6]=[CH:7][C:8]2[C:17]3[CH:16]=[C:15]4[CH2:18][CH2:19][CH2:20][C:21](=[O:22])[C:14]4=[CH:13][C:12]=3[O:11][CH2:10][C:9]=2[CH:23]=1)=[O:39])=[O:31])=[O:27]. (3) Given the reactants O1CCCCC1[N:7]1[C:15]2[C:10](=CC(C3N=CN(C(C4C=CC=CC=4)(C4C=CC=CC=4)C4C=CC=CC=4)N=3)=[CH:13][CH:14]=2)[C:9]([C:40]2[CH:41]=[C:42]([CH:47]=[CH:48][CH:49]=2)[C:43]([O:45]C)=O)=[N:8]1.O.[OH-].[Li+].[CH3:53][C@@H:54]([NH2:61])[C:55]1[CH:60]=[CH:59][CH:58]=[CH:57][CH:56]=1.O.O[N:64]1C2C=CC=CC=2N=N1.Cl.CN(C)[CH2:76][CH2:77][CH2:78][N:79]=[C:80]=[N:81]CC, predict the reaction product. The product is: [NH:64]1[C:78]([C:77]2[CH:76]=[C:10]3[C:15](=[CH:14][CH:13]=2)[NH:7][N:8]=[C:9]3[C:40]2[CH:41]=[C:42]([C:43]([NH:61][C@@H:54]([C:55]3[CH:60]=[CH:59][CH:58]=[CH:57][CH:56]=3)[CH3:53])=[O:45])[CH:47]=[CH:48][CH:49]=2)=[N:79][CH:80]=[N:81]1. (4) The product is: [CH3:8][Si:9]([CH3:11])([CH3:10])[C:12]#[C:13][C:2]1[CH:7]=[CH:6][CH:5]=[CH:4][N:3]=1. Given the reactants Br[C:2]1[CH:7]=[CH:6][CH:5]=[CH:4][N:3]=1.[CH3:8][Si:9]([C:12]#[CH:13])([CH3:11])[CH3:10].C1(P(C2C=CC=CC=2)C2C=CC=CC=2)C=CC=CC=1.C(N(CC)CC)C, predict the reaction product. (5) Given the reactants C([C@H]1COC(=O)N1[C:14](=[O:37])[C@@H:15]([O:34][CH2:35][CH3:36])[C@@H:16]([C:18]1[C:23]([CH3:24])=[CH:22][C:21]([O:25][CH2:26][C:27]2[CH:32]=[CH:31][CH:30]=[CH:29][CH:28]=2)=[CH:20][C:19]=1[CH3:33])[OH:17])C1C=CC=CC=1.[CH3:38][O-:39].[Na+], predict the reaction product. The product is: [CH3:38][O:39][C:14](=[O:37])[C@@H:15]([O:34][CH2:35][CH3:36])[C@@H:16]([C:18]1[C:19]([CH3:33])=[CH:20][C:21]([O:25][CH2:26][C:27]2[CH:32]=[CH:31][CH:30]=[CH:29][CH:28]=2)=[CH:22][C:23]=1[CH3:24])[OH:17]. (6) Given the reactants Br[CH2:2][CH2:3][CH2:4][CH2:5][N:6]1[C:14](=[O:15])[C:13]2[C:8](=[CH:9][CH:10]=[CH:11][CH:12]=2)[C:7]1=[O:16].[N:17]1([C:23]([O:25][C:26]([CH3:29])([CH3:28])[CH3:27])=[O:24])[CH2:22][CH2:21][NH:20][CH2:19][CH2:18]1.CCN(CC)CC, predict the reaction product. The product is: [O:16]=[C:7]1[C:8]2[C:13](=[CH:12][CH:11]=[CH:10][CH:9]=2)[C:14](=[O:15])[N:6]1[CH2:5][CH2:4][CH2:3][CH2:2][N:20]1[CH2:19][CH2:18][N:17]([C:23]([O:25][C:26]([CH3:29])([CH3:28])[CH3:27])=[O:24])[CH2:22][CH2:21]1. (7) The product is: [CH2:1]([N:8]([CH3:41])[CH2:9][CH2:10][O:11][CH2:12][CH:13]1[CH2:20][N:19]2[C:21]3[CH:22]=[C:23]([C:34]([NH:54][S:51]([N:50]([CH2:49][CH:48]([O:47][CH3:46])[O:56][CH3:57])[CH3:55])(=[O:53])=[O:52])=[O:36])[CH:24]=[CH:25][C:26]=3[C:27]([CH:28]3[CH2:33][CH2:32][CH2:31][CH2:30][CH2:29]3)=[C:18]2[C:17]2[CH:37]=[CH:38][CH:39]=[CH:40][C:16]=2[O:15][CH2:14]1)[C:2]1[CH:7]=[CH:6][CH:5]=[CH:4][CH:3]=1. Given the reactants [CH2:1]([N:8]([CH3:41])[CH2:9][CH2:10][O:11][CH2:12][CH:13]1[CH2:20][N:19]2[C:21]3[CH:22]=[C:23]([C:34]([OH:36])=O)[CH:24]=[CH:25][C:26]=3[C:27]([CH:28]3[CH2:33][CH2:32][CH2:31][CH2:30][CH2:29]3)=[C:18]2[C:17]2[CH:37]=[CH:38][CH:39]=[CH:40][C:16]=2[O:15][CH2:14]1)[C:2]1[CH:7]=[CH:6][CH:5]=[CH:4][CH:3]=1.C(Cl)CCl.[CH3:46][O:47][CH:48]([O:56][CH3:57])[CH2:49][N:50]([CH3:55])[S:51]([NH2:54])(=[O:53])=[O:52], predict the reaction product. (8) Given the reactants [NH2:1][C:2]1[N:10]=[C:9]([O:11][CH2:12][CH2:13][CH2:14][CH3:15])[N:8]=[C:7]2[C:3]=1[NH:4][C:5](=[O:42])[N:6]2[CH2:16][CH2:17][CH2:18][N:19]([CH2:30][C:31]1[CH:36]=[CH:35][CH:34]=[C:33]([CH2:37][C:38]([O:40][CH3:41])=[O:39])[CH:32]=1)[C:20](=[O:29])[CH2:21][C:22]([O:24][C:25](C)(C)C)=[O:23].Cl, predict the reaction product. The product is: [NH2:1][C:2]1[N:10]=[C:9]([O:11][CH2:12][CH2:13][CH2:14][CH3:15])[N:8]=[C:7]2[C:3]=1[NH:4][C:5](=[O:42])[N:6]2[CH2:16][CH2:17][CH2:18][N:19]([CH2:30][C:31]1[CH:36]=[CH:35][CH:34]=[C:33]([CH2:37][C:38]([O:40][CH3:41])=[O:39])[CH:32]=1)[C:20](=[O:29])[CH2:21][C:22]([O:24][CH3:25])=[O:23].